From a dataset of CYP2C9 inhibition data for predicting drug metabolism from PubChem BioAssay. Regression/Classification. Given a drug SMILES string, predict its absorption, distribution, metabolism, or excretion properties. Task type varies by dataset: regression for continuous measurements (e.g., permeability, clearance, half-life) or binary classification for categorical outcomes (e.g., BBB penetration, CYP inhibition). Dataset: cyp2c9_veith. (1) The compound is Cc1[nH]ccc2c1[nH]c1cc(=O)ccc12.Cl.O. The result is 0 (non-inhibitor). (2) The molecule is Cc1nn2c(c1-c1ccccc1)NC1=C(C(=O)CCC1)C2c1ccccc1. The result is 1 (inhibitor). (3) The drug is Nc1ncnc2c1nc(Sc1ccc(Cl)cc1)n2[C@@H]1O[C@H]2COP(=O)([O-])O[C@@H]2[C@H]1O.[Na+]. The result is 0 (non-inhibitor). (4) The molecule is CN1CCC[C@@H]1c1cccnc1.O=C(O)c1ccccc1O.O=C([OH2+])c1ccccc1O.O=C([OH2+])c1ccccc1O.O=C([OH2+])c1ccccc1O.[Mn]. The result is 0 (non-inhibitor). (5) The compound is O=C(CC1CCCCC1)Nc1ncn[nH]1. The result is 0 (non-inhibitor).